This data is from Forward reaction prediction with 1.9M reactions from USPTO patents (1976-2016). The task is: Predict the product of the given reaction. (1) Given the reactants [C:1]([N:5]1[C:9]([C:10]2[CH:15]=[CH:14][C:13]([F:16])=[CH:12][CH:11]=2)=[CH:8][C:7]([CH2:17][CH2:18][CH:19]=O)=[N:6]1)([CH3:4])([CH3:3])[CH3:2].[F:21][C:22]1[CH:27]=[CH:26][CH:25]=[CH:24][C:23]=1[N:28]1[CH2:33][CH2:32][NH:31][CH2:30][CH2:29]1.CCN(C(C)C)C(C)C.[BH-](OC(C)=O)(OC(C)=O)OC(C)=O.[Na+], predict the reaction product. The product is: [C:1]([N:5]1[C:9]([C:10]2[CH:15]=[CH:14][C:13]([F:16])=[CH:12][CH:11]=2)=[CH:8][C:7]([CH2:17][CH2:18][CH2:19][N:31]2[CH2:30][CH2:29][N:28]([C:23]3[CH:24]=[CH:25][CH:26]=[CH:27][C:22]=3[F:21])[CH2:33][CH2:32]2)=[N:6]1)([CH3:4])([CH3:3])[CH3:2]. (2) Given the reactants [C:1]([O:5][C:6]([N:8]1[CH2:13][CH2:12][N:11]([C:14]2[C:19](I)=[CH:18][N:17]=[CH:16][N:15]=2)[CH2:10][CH2:9]1)=[O:7])([CH3:4])([CH3:3])[CH3:2].N1C2C(=CC=C3C=2N=CC=C3)C=CC=1.C([O-])([O-])=O.[Cs+].[Cs+].[CH2:41]([OH:48])[C:42]1[CH:47]=[CH:46][CH:45]=[CH:44][CH:43]=1, predict the reaction product. The product is: [C:1]([O:5][C:6]([N:8]1[CH2:13][CH2:12][N:11]([C:14]2[C:19]([O:48][CH2:41][C:42]3[CH:47]=[CH:46][CH:45]=[CH:44][CH:43]=3)=[CH:18][N:17]=[CH:16][N:15]=2)[CH2:10][CH2:9]1)=[O:7])([CH3:4])([CH3:3])[CH3:2]. (3) The product is: [CH:1]([N:4]1[C:8]([C:9]2[CH:10]=[C:11]3[C:16](=[CH:17][C:18]=2[C:19]([F:21])([F:22])[F:20])[NH:15][C:14](=[O:23])[N:13]([N:24]([C:30](=[O:33])[CH2:31][CH3:32])[S:25]([CH3:28])(=[O:26])=[O:27])[C:12]3=[O:29])=[CH:7][CH:6]=[N:5]1)([CH3:3])[CH3:2]. Given the reactants [CH:1]([N:4]1[C:8]([C:9]2[CH:10]=[C:11]3[C:16](=[CH:17][C:18]=2[C:19]([F:22])([F:21])[F:20])[NH:15][C:14](=[O:23])[N:13]([NH:24][S:25]([CH3:28])(=[O:27])=[O:26])[C:12]3=[O:29])=[CH:7][CH:6]=[N:5]1)([CH3:3])[CH3:2].[C:30](Cl)(=[O:33])[CH2:31][CH3:32], predict the reaction product. (4) Given the reactants Cl[C:2]1[N:7]=[C:6]([O:8][CH2:9][C:10]2[CH:15]=[CH:14][CH:13]=[CH:12][C:11]=2[CH2:16][C:17]([O:19]C)=[O:18])[CH:5]=[CH:4][CH:3]=1.C[N:22]([CH:24]=O)C, predict the reaction product. The product is: [NH2:22][CH2:24][C:10]1[CH:11]=[C:12]([C:2]2[N:7]=[C:6]([O:8][CH2:9][C:10]3[CH:15]=[CH:14][CH:13]=[CH:12][C:11]=3[CH2:16][C:17]([OH:19])=[O:18])[CH:5]=[CH:4][CH:3]=2)[CH:13]=[CH:14][CH:15]=1. (5) Given the reactants N1CCCCC1.C(O)(=O)C.[CH3:11][C:12]1[C:13]([CH:19]([CH:22]2[CH2:24][CH2:23]2)[CH:20]=O)=[N:14][CH:15]=[CH:16][C:17]=1[Cl:18].[C:25](OC)(=[O:31])[CH2:26][C:27]([O:29][CH3:30])=[O:28], predict the reaction product. The product is: [Cl:18][C:17]1[CH:16]=[CH:15][N:14]2[C:13]([C:12]=1[CH3:11])=[C:19]([CH:22]1[CH2:24][CH2:23]1)[CH:20]=[C:26]([C:27]([O:29][CH3:30])=[O:28])[C:25]2=[O:31]. (6) The product is: [NH2:1][C@@H:2]([C:11]([OH:13])=[O:12])[CH2:3][C:4]1[CH:5]=[CH:6][C:7]([OH:10])=[CH:8][CH:9]=1. Given the reactants [NH2:1][CH:2]([C:11]([OH:13])=[O:12])[CH2:3][C:4]1[CH:9]=[CH:8][C:7]([OH:10])=[CH:6][CH:5]=1, predict the reaction product. (7) Given the reactants [C:1]1([S:7]([N:10]2[C:18]3[C:13](=[CH:14][C:15]([F:19])=[CH:16][CH:17]=3)[CH:12]=[C:11]2Br)(=[O:9])=[O:8])[CH:6]=[CH:5][CH:4]=[CH:3][CH:2]=1.CN([CH:24]=[O:25])C.C([O-])([O-])=O.[K+].[K+], predict the reaction product. The product is: [C:1]1([S:7]([N:10]2[C:18]3[C:13](=[CH:14][C:15]([F:19])=[CH:16][CH:17]=3)[CH:12]=[C:11]2[C:1]2[CH:2]=[C:3]([CH:4]=[CH:5][CH:6]=2)[CH:24]=[O:25])(=[O:9])=[O:8])[CH:6]=[CH:5][CH:4]=[CH:3][CH:2]=1. (8) Given the reactants [Cl:1][C:2]1[C:3]([Si](C)(C)C)=[CH:4][C:5]2[N:6]([C:8]([C:11]3[CH:16]=[CH:15][CH:14]=[CH:13][C:12]=3[F:17])=[N:9][N:10]=2)[N:7]=1.[Br:22]C(F)(F)C(F)(F)Br, predict the reaction product. The product is: [Br:22][C:3]1[C:2]([Cl:1])=[N:7][N:6]2[C:8]([C:11]3[CH:16]=[CH:15][CH:14]=[CH:13][C:12]=3[F:17])=[N:9][N:10]=[C:5]2[CH:4]=1. (9) Given the reactants CC1(C)CCCC(C)(C)N1.[Li]CCCC.CCCCCC.[C:22]([C:24]1[N:25]([C:29]([O:31][C:32]([CH3:35])([CH3:34])[CH3:33])=[O:30])[CH:26]=[CH:27][CH:28]=1)#[N:23].[B:36](OC)([O:39]C)[O:37]C.[NH4+].[Cl-], predict the reaction product. The product is: [C:32]([O:31][C:29]([N:25]1[C:24]([C:22]#[N:23])=[CH:28][CH:27]=[C:26]1[B:36]([OH:39])[OH:37])=[O:30])([CH3:35])([CH3:34])[CH3:33].